Predict the reactants needed to synthesize the given product. From a dataset of Full USPTO retrosynthesis dataset with 1.9M reactions from patents (1976-2016). (1) Given the product [Cl:8][C:6]1[N:5]=[N:4][C:3]([O:20][C:14]2[C:15]([CH3:19])=[CH:16][CH:17]=[CH:18][C:13]=2[CH:10]2[CH2:11][CH2:12]2)=[C:2]([OH:1])[CH:7]=1, predict the reactants needed to synthesize it. The reactants are: [OH:1][C:2]1[CH:7]=[C:6]([Cl:8])[N:5]=[N:4][C:3]=1Cl.[CH:10]1([C:13]2[CH:18]=[CH:17][CH:16]=[C:15]([CH3:19])[C:14]=2[OH:20])[CH2:12][CH2:11]1.C(N(CCC)C1C=CC=CC=1)CC.[OH-].[K+].Cl. (2) Given the product [C:1]([C:3]1[CH:8]=[CH:7][CH:6]=[CH:5][C:4]=1[N:9]1[C:14](=[O:15])[N:13]([C:16]2[CH:21]=[CH:20][CH:19]=[C:18]([NH2:22])[CH:17]=2)[CH2:12][C:11]([C:25]2[CH:30]=[CH:29][CH:28]=[CH:27][N:26]=2)=[N:10]1)#[N:2], predict the reactants needed to synthesize it. The reactants are: [C:1]([C:3]1[CH:8]=[CH:7][CH:6]=[CH:5][C:4]=1[N:9]1[C:14](=[O:15])[N:13]([C:16]2[CH:21]=[CH:20][CH:19]=[C:18]([N+:22]([O-])=O)[CH:17]=2)[CH2:12][C:11]([C:25]2[CH:30]=[CH:29][CH:28]=[CH:27][N:26]=2)=[N:10]1)#[N:2].[H][H]. (3) Given the product [F:33][C:34]1[CH:35]=[CH:36][CH:37]=[C:38]2[C:42]=1[NH:41][C:40]([C:43]([N:29]1[CH2:30][CH2:31][CH2:32][C@@H:27]([C:18]3[C:19]([N:21]([CH3:26])[S:22]([CH3:25])(=[O:24])=[O:23])=[CH:20][C:10]4[O:9][C:8]([C:5]5[CH:6]=[CH:7][C:2]([F:1])=[CH:3][CH:4]=5)=[C:12]([C:13]([NH:15][CH3:16])=[O:14])[C:11]=4[CH:17]=3)[CH2:28]1)=[O:44])=[C:39]2[CH3:46], predict the reactants needed to synthesize it. The reactants are: [F:1][C:2]1[CH:7]=[CH:6][C:5]([C:8]2[O:9][C:10]3[CH:20]=[C:19]([N:21]([CH3:26])[S:22]([CH3:25])(=[O:24])=[O:23])[C:18]([C@@H:27]4[CH2:32][CH2:31][CH2:30][NH:29][CH2:28]4)=[CH:17][C:11]=3[C:12]=2[C:13]([NH:15][CH3:16])=[O:14])=[CH:4][CH:3]=1.[F:33][C:34]1[CH:35]=[CH:36][CH:37]=[C:38]2[C:42]=1[NH:41][C:40]([C:43](O)=[O:44])=[C:39]2[CH3:46].C(N(CC)C(C)C)(C)C.CN(C)CCCN=C=NCC. (4) Given the product [Cl:17][C:14]1[CH:15]=[CH:16][C:11]([C:5]2([C:3]3[N:31]=[C:29]([NH:28][CH2:27][CH2:26][CH:22]4[CH2:23][CH2:24][CH2:25][N:21]4[CH3:20])[S:30][CH:2]=3)[CH2:10][CH2:9][CH2:8][CH2:7][CH2:6]2)=[CH:12][CH:13]=1, predict the reactants needed to synthesize it. The reactants are: Cl[CH2:2][C:3]([C:5]1([C:11]2[CH:16]=[CH:15][C:14]([Cl:17])=[CH:13][CH:12]=2)[CH2:10][CH2:9][CH2:8][CH2:7][CH2:6]1)=O.[I-].[Na+].[CH3:20][N:21]1[CH2:25][CH2:24][CH2:23][CH:22]1[CH2:26][CH2:27][NH:28][C:29]([NH2:31])=[S:30]. (5) Given the product [C:1]1([S:7]([N:10]2[C:14]3=[N:15][CH:16]=[C:17]([Cl:19])[CH:18]=[C:13]3[C:12]([CH2:20][C:21]3[CH:22]=[N:23][C:24]([NH:37][CH2:36][C:35]4[CH:38]=[CH:39][C:32]([Cl:31])=[CH:33][CH:34]=4)=[N:25][CH:26]=3)=[CH:11]2)(=[O:9])=[O:8])[CH:6]=[CH:5][CH:4]=[CH:3][CH:2]=1, predict the reactants needed to synthesize it. The reactants are: [C:1]1([S:7]([N:10]2[C:14]3=[N:15][CH:16]=[C:17]([Cl:19])[CH:18]=[C:13]3[C:12]([CH2:20][C:21]3[CH:22]=[N:23][C:24](S(C)(=O)=O)=[N:25][CH:26]=3)=[CH:11]2)(=[O:9])=[O:8])[CH:6]=[CH:5][CH:4]=[CH:3][CH:2]=1.[Cl:31][C:32]1[CH:39]=[CH:38][C:35]([CH2:36][NH2:37])=[CH:34][CH:33]=1.O.